Dataset: Catalyst prediction with 721,799 reactions and 888 catalyst types from USPTO. Task: Predict which catalyst facilitates the given reaction. (1) Reactant: [H-].[Na+].[Br:3][CH:4]([CH2:21][CH2:22]Br)[C:5]([NH:7][CH:8]1[CH2:13][CH2:12][N:11]([C:14]([O:16][C:17]([CH3:20])([CH3:19])[CH3:18])=[O:15])[CH2:10][CH2:9]1)=[O:6]. Product: [Br:3][CH:4]1[CH2:21][CH2:22][N:7]([CH:8]2[CH2:13][CH2:12][N:11]([C:14]([O:16][C:17]([CH3:20])([CH3:19])[CH3:18])=[O:15])[CH2:10][CH2:9]2)[C:5]1=[O:6]. The catalyst class is: 163. (2) Reactant: [CH:1]1[C:10]2[CH:9]=[CH:8][CH:7]=[C:6]([NH2:11])[C:5]=2[CH:4]=[CH:3][N:2]=1.O=[C:13]1[CH2:17][CH2:16][N:15]([C:18](OC(C)(C)C)=O)[CH2:14]1.[BH-]([O:34][C:35]([CH3:37])=[O:36])([O:34][C:35]([CH3:37])=[O:36])[O:34][C:35]([CH3:37])=[O:36].[Na+]. Product: [CH:1]1[C:10]2[C:5](=[C:6]([NH:11][CH:17]3[CH2:13][CH2:14][N:15]([CH2:18][C:4]4[CH:3]=[C:37]([CH:9]=[CH:10][CH:5]=4)[C:35]([OH:34])=[O:36])[CH2:16]3)[CH:7]=[CH:8][CH:9]=2)[CH:4]=[CH:3][N:2]=1. The catalyst class is: 52.